Dataset: Catalyst prediction with 721,799 reactions and 888 catalyst types from USPTO. Task: Predict which catalyst facilitates the given reaction. Reactant: B(Br)(Br)Br.ClCCl.[O:8]1[CH:12]=[CH:11][C:10]([C:13]([N:15]([C:17]([C:19]2[O:20][CH:21]=[C:22]([C:32]3[CH:37]=[CH:36][C:35]([O:38]C)=[CH:34][CH:33]=3)[C:23]=2[C:24]2[CH:29]=[CH:28][C:27]([O:30]C)=[CH:26][CH:25]=2)=[O:18])[NH2:16])=[O:14])=[CH:9]1. Product: [O:8]1[CH:12]=[CH:11][C:10]([C:13]([N:15]([C:17]([C:19]2[O:20][CH:21]=[C:22]([C:32]3[CH:37]=[CH:36][C:35]([OH:38])=[CH:34][CH:33]=3)[C:23]=2[C:24]2[CH:25]=[CH:26][C:27]([OH:30])=[CH:28][CH:29]=2)=[O:18])[NH2:16])=[O:14])=[CH:9]1. The catalyst class is: 6.